From a dataset of Reaction yield outcomes from USPTO patents with 853,638 reactions. Predict the reaction yield, written as a fraction of the theoretical maximum amount of product (1.0 means a 100% yield; for example, 0.34 means a 34% yield). (1) The reactants are CS(C)=O.[Br:5][C:6]1[CH:7]=[C:8]([CH:11]=[CH:12][C:13]=1[OH:14])[CH:9]=O.[NH2:15][C:16]1[CH:21]=[C:20]([Cl:22])[CH:19]=[CH:18][C:17]=1[SH:23].C(OCC)(=O)C. The catalyst is O. The product is [Br:5][C:6]1[CH:7]=[C:8]([C:9]2[S:23][C:17]3[CH:18]=[CH:19][C:20]([Cl:22])=[CH:21][C:16]=3[N:15]=2)[CH:11]=[CH:12][C:13]=1[OH:14]. The yield is 0.176. (2) The reactants are C(N(CC)CC)C.FC(F)(F)C(O)=O.Cl.[CH3:16][NH:17][CH:18]1[CH2:21][NH:20][CH2:19]1.[C:22]([C:26]1[O:27][C:28]2[C:29](=[C:31]([C:43]#[N:44])[C:32]([CH3:42])=[C:33]([C:36]3[CH:41]=[CH:40][CH:39]=[CH:38][CH:37]=3)[C:34]=2F)[N:30]=1)([CH3:25])([CH3:24])[CH3:23].O.C(=O)(O)[O-].[Na+]. The catalyst is [Cl-].[Na+].O.CS(C)=O. The product is [C:22]([C:26]1[O:27][C:28]2[C:29](=[C:31]([C:43]#[N:44])[C:32]([CH3:42])=[C:33]([C:36]3[CH:41]=[CH:40][CH:39]=[CH:38][CH:37]=3)[C:34]=2[N:20]2[CH2:21][CH:18]([NH:17][CH3:16])[CH2:19]2)[N:30]=1)([CH3:25])([CH3:23])[CH3:24]. The yield is 0.690. (3) The reactants are [Cl:1][C:2]1[C:10]([C:11]#[N:12])=[CH:9][CH:8]=[C:7]2[C:3]=1[CH:4]=[C:5]([C:18]([OH:20])=O)[N:6]2[CH2:13][C:14]([F:17])([F:16])[F:15].S(Cl)(Cl)=O.C[N:26](C=O)C.N. The catalyst is C1(C)C=CC=CC=1.CO. The product is [Cl:1][C:2]1[C:10]([C:11]#[N:12])=[CH:9][CH:8]=[C:7]2[C:3]=1[CH:4]=[C:5]([C:18]([NH2:26])=[O:20])[N:6]2[CH2:13][C:14]([F:17])([F:16])[F:15]. The yield is 0.650.